From a dataset of M1 muscarinic receptor antagonist screen with 61,756 compounds. Binary Classification. Given a drug SMILES string, predict its activity (active/inactive) in a high-throughput screening assay against a specified biological target. The drug is s1c(CNC(=O)c2noc(c3ccc(cc3)C)c2)ccc1. The result is 0 (inactive).